Predict the reactants needed to synthesize the given product. From a dataset of Full USPTO retrosynthesis dataset with 1.9M reactions from patents (1976-2016). (1) The reactants are: Cl.[NH2:2][CH:3]([C:6]1[CH:11]=[CH:10][C:9]([O:12][C:13]([F:16])([F:15])[F:14])=[CH:8][CH:7]=1)[C:4]#[N:5].C(N(CC)CC)C.[C:24](O[C:24]([O:26][C:27]([CH3:30])([CH3:29])[CH3:28])=[O:25])([O:26][C:27]([CH3:30])([CH3:29])[CH3:28])=[O:25]. Given the product [C:27]([O:26][C:24](=[O:25])[NH:2][CH:3]([C:4]#[N:5])[C:6]1[CH:7]=[CH:8][C:9]([O:12][C:13]([F:14])([F:15])[F:16])=[CH:10][CH:11]=1)([CH3:30])([CH3:29])[CH3:28], predict the reactants needed to synthesize it. (2) The reactants are: C([O:3][C:4](=O)[CH:5]([C:11]1[CH:20]=[C:19]2[C:14]([C:15]([CH3:23])([CH3:22])[CH2:16][C:17](=O)[NH:18]2)=[CH:13][CH:12]=1)[CH2:6][CH2:7][CH2:8][CH2:9][CH3:10])C.[H-].[Al+3].[Li+].[H-].[H-].[H-].[O-]S([O-])(=O)=O.[Mg+2]. Given the product [CH3:22][C:15]1([CH3:23])[C:14]2[C:19](=[CH:20][C:11]([CH:5]([CH2:6][CH2:7][CH2:8][CH2:9][CH3:10])[CH2:4][OH:3])=[CH:12][CH:13]=2)[NH:18][CH2:17][CH2:16]1, predict the reactants needed to synthesize it. (3) Given the product [O:48]=[S:9]1(=[O:8])[C:15]2[CH:16]=[CH:17][C:18]([O:20][C:21]3[CH:22]=[C:23]([CH:24]=[C:25]([O:27][C@@H:28]([CH3:32])[CH2:29][O:30][CH3:31])[CH:26]=3)[C:33]([NH:35][C:36]3[CH:40]=[CH:39][NH:38][N:37]=3)=[O:34])=[CH:19][C:14]=2[O:13][CH2:12][CH2:11][NH:10]1, predict the reactants needed to synthesize it. The reactants are: FC(F)(F)C(O)=O.[O:8]=[S:9]1(=[O:48])[C:15]2[CH:16]=[CH:17][C:18]([O:20][C:21]3[CH:22]=[C:23]([C:33]([NH:35][C:36]4[CH:40]=[CH:39][N:38](C(OC(C)(C)C)=O)[N:37]=4)=[O:34])[CH:24]=[C:25]([O:27][C@@H:28]([CH3:32])[CH2:29][O:30][CH3:31])[CH:26]=3)=[CH:19][C:14]=2[O:13][CH2:12][CH2:11][NH:10]1.